From a dataset of Reaction yield outcomes from USPTO patents with 853,638 reactions. Predict the reaction yield, written as a fraction of the theoretical maximum amount of product (1.0 means a 100% yield; for example, 0.34 means a 34% yield). (1) The reactants are [CH:1]1[C:10]2[C:5](=[CH:6][CH:7]=[CH:8][CH:9]=2)[CH:4]=[C:3]([C:11]([O:13][CH3:14])=[O:12])[N:2]=1.[N+:15]([O-])([O-:17])=[O:16].[Na+]. The catalyst is OS(O)(=O)=O. The product is [N+:15]([C:6]1[CH:7]=[CH:8][CH:9]=[C:10]2[C:5]=1[CH:4]=[C:3]([C:11]([O:13][CH3:14])=[O:12])[N:2]=[CH:1]2)([O-:17])=[O:16]. The yield is 0.960. (2) The reactants are [N+:1]([C:4]1[CH:9]=[CH:8][CH:7]=[C:6]([C:10]2[CH:15]=[CH:14][N:13]=[CH:12][CH:11]=2)[C:5]=1[NH:16]C(=O)C)([O-:3])=[O:2].[OH-].[Na+]. The catalyst is CO. The product is [N+:1]([C:4]1[CH:9]=[CH:8][CH:7]=[C:6]([C:10]2[CH:11]=[CH:12][N:13]=[CH:14][CH:15]=2)[C:5]=1[NH2:16])([O-:3])=[O:2]. The yield is 0.910. (3) The reactants are [F:1][C:2]([F:7])([F:6])[C:3]([OH:5])=[O:4].F[C:9](F)(F)[C:10](O)=[O:11].[Cl:15][C:16]1[CH:17]=[N:18][C:19]2[NH:20][C:21]3[CH:22]=[CH:23][CH:24]=[C:25]([CH:47]=3)[CH2:26][CH2:27][C:28]3[CH:36]=[C:32]([NH:33][C:34]=1[N:35]=2)[CH:31]=[CH:30][C:29]=3[NH:37][C:38](=[O:46])[CH2:39][C@H:40]1[CH2:45][CH2:44][CH2:43][NH:42][CH2:41]1.C(Cl)(=O)C. No catalyst specified. The product is [F:1][C:2]([F:7])([F:6])[C:3]([OH:5])=[O:4].[C:10]([N:42]1[CH2:43][CH2:44][CH2:45][C@H:40]([CH2:39][C:38]([NH:37][C:29]2[CH:30]=[CH:31][C:32]3[NH:33][C:34]4[N:35]=[C:19]([NH:20][C:21]5[CH:22]=[CH:23][CH:24]=[C:25]([CH:47]=5)[CH2:26][CH2:27][C:28]=2[CH:36]=3)[N:18]=[CH:17][C:16]=4[Cl:15])=[O:46])[CH2:41]1)(=[O:11])[CH3:9]. The yield is 0.780. (4) The yield is 0.810. The product is [Cl:10][C:11]1[CH:12]=[CH:13][C:14]([C:15]([N:43]([C@@H:44]([CH2:51][CH2:52][CH3:53])[CH2:45][N:46]2[CH2:47][CH:48]([OH:50])[CH2:49]2)[CH3:42])=[O:17])=[CH:18][CH:19]=1. The reactants are C(N(C(C)C)C(C)C)C.[Cl:10][C:11]1[CH:19]=[CH:18][C:14]([C:15]([OH:17])=O)=[CH:13][CH:12]=1.CN(C(ON1N=NC2C=CC=CC1=2)=[N+](C)C)C.[B-](F)(F)(F)F.[CH3:42][NH:43][C@@H:44]([CH2:51][CH2:52][CH3:53])[CH2:45][N:46]1[CH2:49][CH:48]([OH:50])[CH2:47]1. The catalyst is C(Cl)Cl. (5) The reactants are [NH2:1][C:2]1[C:11]2[C:6](=[C:7](Br)[CH:8]=[CH:9][CH:10]=2)[N:5]=[N:4][C:3]=1[C:13]([NH:15][CH2:16][CH2:17][CH3:18])=[O:14].[CH3:19][O:20][C:21]1[CH:22]=[CH:23][C:24]([CH3:30])=[C:25](B(O)O)[CH:26]=1. No catalyst specified. The product is [NH2:1][C:2]1[C:11]2[C:6](=[C:7]([C:23]3[CH:22]=[C:21]([O:20][CH3:19])[CH:26]=[CH:25][C:24]=3[CH3:30])[CH:8]=[CH:9][CH:10]=2)[N:5]=[N:4][C:3]=1[C:13]([NH:15][CH2:16][CH2:17][CH3:18])=[O:14]. The yield is 0.730. (6) The reactants are C[O:2][C:3](=[O:19])[CH:4]([C:11]1[CH:16]=[CH:15][CH:14]=[C:13]([O:17][CH3:18])[CH:12]=1)[CH2:5][CH:6]1[CH2:10][CH2:9][CH2:8][CH2:7]1.[OH-].[Na+].O. The catalyst is O1CCCC1.O.CO. The product is [CH:6]1([CH2:5][CH:4]([C:11]2[CH:16]=[CH:15][CH:14]=[C:13]([O:17][CH3:18])[CH:12]=2)[C:3]([OH:19])=[O:2])[CH2:10][CH2:9][CH2:8][CH2:7]1. The yield is 0.798.